From a dataset of Retrosynthesis with 50K atom-mapped reactions and 10 reaction types from USPTO. Predict the reactants needed to synthesize the given product. (1) Given the product CCCCOC(=O)c1nc(N2CC[C@H](N)[C@H](OCCC)C2)oc1CC, predict the reactants needed to synthesize it. The reactants are: CCCCOC(=O)c1nc(N2CC[C@H](NC(=O)OCc3ccccc3)[C@H](OCCC)C2)oc1CC. (2) Given the product CC(NC(=O)C(N)Cc1ccccc1)C(=O)NC(CC(=O)N1CCn2c(nnc2C(F)(F)F)C1)Cc1cc(F)c(F)cc1F, predict the reactants needed to synthesize it. The reactants are: CC(NC(=O)C(Cc1ccccc1)NC(=O)OC(C)(C)C)C(=O)NC(CC(=O)N1CCn2c(nnc2C(F)(F)F)C1)Cc1cc(F)c(F)cc1F. (3) Given the product COC(=O)C(OC)c1ccccc1-c1ccccc1, predict the reactants needed to synthesize it. The reactants are: CI.COC(=O)C(O)c1ccccc1-c1ccccc1. (4) Given the product CC(C(=O)c1cccc(Cl)c1)N1CCC(Cc2ccccc2)CC1, predict the reactants needed to synthesize it. The reactants are: CC(Br)C(=O)c1cccc(Cl)c1.c1ccc(CC2CCNCC2)cc1. (5) Given the product COC(=O)Cn1c(C(=O)Nc2nc(-c3cc(OC)ccc3OC)c(CC3CCCCC3)s2)cc2cc(C)cc(C)c21, predict the reactants needed to synthesize it. The reactants are: COC(=O)Cn1c(C(=O)NC(N)=S)cc2cc(C)cc(C)c21.COc1ccc(OC)c(C(=O)C(Br)CC2CCCCC2)c1. (6) Given the product CC(C)(C)[Si](C)(C)O[C@@H]1CN(c2cc(C#N)cc(Nc3nc(NC4CC4)c4ncc(C#N)n4n3)c2Cl)CC[C@H]1NC1COC1, predict the reactants needed to synthesize it. The reactants are: CC(C)(C)[Si](C)(C)O[C@@H]1CN(c2cc(C#N)cc(Nc3nc(NC4CC4)c4ncc(C#N)n4n3)c2Cl)CC[C@H]1N.O=C1COC1. (7) Given the product C=CC[C@H](C)[C@@H](CC(=O)C(C)(C)C(OC(C)C)OC(C)C)OC(=O)OCC(Cl)(Cl)Cl, predict the reactants needed to synthesize it. The reactants are: C=CC[C@H](C)[C@H](O)CC(=O)C(C)(C)C(OC(C)C)OC(C)C.O=C(Cl)OCC(Cl)(Cl)Cl. (8) Given the product COC(=O)CNc1cc2cc(OC)ccc2cc1OCc1ccccc1, predict the reactants needed to synthesize it. The reactants are: COC(=O)CBr.COc1ccc2cc(OCc3ccccc3)c(N)cc2c1. (9) Given the product CC(=O)OCc1c(I)c(NC(=O)C(OC(C)=O)C(COC(C)=O)OC(C)=O)c(I)c(C(=O)NC(COC(C)=O)C(COC(C)=O)OC(C)=O)c1I, predict the reactants needed to synthesize it. The reactants are: CC(=O)OCC(OC(C)=O)C(OC(C)=O)C(=O)Br.CC(=O)OCc1c(I)c(N)c(I)c(C(=O)NC(COC(C)=O)C(COC(C)=O)OC(C)=O)c1I.